This data is from Peptide-MHC class II binding affinity with 134,281 pairs from IEDB. The task is: Regression. Given a peptide amino acid sequence and an MHC pseudo amino acid sequence, predict their binding affinity value. This is MHC class II binding data. (1) The peptide sequence is EKWMTGRMGERQLQK. The MHC is H-2-IAd with pseudo-sequence H-2-IAd. The binding affinity (normalized) is 0.0828. (2) The peptide sequence is IGNGGPCLFMRTVSH. The MHC is HLA-DPA10103-DPB10401 with pseudo-sequence HLA-DPA10103-DPB10401. The binding affinity (normalized) is 0.0142. (3) The peptide sequence is AVTYYKEADYSQIPI. The MHC is HLA-DPA10201-DPB10501 with pseudo-sequence HLA-DPA10201-DPB10501. The binding affinity (normalized) is 0.184. (4) The MHC is DRB3_0301 with pseudo-sequence DRB3_0301. The binding affinity (normalized) is 0.292. The peptide sequence is HGSPTFWMGSHEVNG. (5) The peptide sequence is ATTEEQKLIEDINAS. The MHC is DRB1_0405 with pseudo-sequence DRB1_0405. The binding affinity (normalized) is 0.242. (6) The peptide sequence is AFVGLFSVLIALALI. The MHC is HLA-DQA10501-DQB10301 with pseudo-sequence HLA-DQA10501-DQB10301. The binding affinity (normalized) is 0.0985. (7) The peptide sequence is GYVSLQEFVDLNNKG. The MHC is DRB1_0401 with pseudo-sequence DRB1_0401. The binding affinity (normalized) is 0.332. (8) The peptide sequence is PEKEVLVWKFDSRLAFHH. The MHC is DRB1_0101 with pseudo-sequence DRB1_0101. The binding affinity (normalized) is 0.886. (9) The MHC is DRB4_0101 with pseudo-sequence DRB4_0103. The binding affinity (normalized) is 0. The peptide sequence is GTLWCGHGNKSSGPNELG.